From a dataset of NCI-60 drug combinations with 297,098 pairs across 59 cell lines. Regression. Given two drug SMILES strings and cell line genomic features, predict the synergy score measuring deviation from expected non-interaction effect. (1) Drug 1: C1CCC(C1)C(CC#N)N2C=C(C=N2)C3=C4C=CNC4=NC=N3. Drug 2: CC1C(C(CC(O1)OC2CC(OC(C2O)C)OC3=CC4=CC5=C(C(=O)C(C(C5)C(C(=O)C(C(C)O)O)OC)OC6CC(C(C(O6)C)O)OC7CC(C(C(O7)C)O)OC8CC(C(C(O8)C)O)(C)O)C(=C4C(=C3C)O)O)O)O. Cell line: HOP-92. Synergy scores: CSS=10.8, Synergy_ZIP=-1.14, Synergy_Bliss=0.184, Synergy_Loewe=2.69, Synergy_HSA=1.37. (2) Drug 1: CS(=O)(=O)CCNCC1=CC=C(O1)C2=CC3=C(C=C2)N=CN=C3NC4=CC(=C(C=C4)OCC5=CC(=CC=C5)F)Cl. Drug 2: CNC(=O)C1=NC=CC(=C1)OC2=CC=C(C=C2)NC(=O)NC3=CC(=C(C=C3)Cl)C(F)(F)F. Cell line: CAKI-1. Synergy scores: CSS=12.2, Synergy_ZIP=1.45, Synergy_Bliss=1.27, Synergy_Loewe=-6.08, Synergy_HSA=-1.13.